Predict which catalyst facilitates the given reaction. From a dataset of Catalyst prediction with 721,799 reactions and 888 catalyst types from USPTO. (1) Reactant: [CH3:1][O:2][C:3]1[CH:4]=[C:5]2[C:9](=[CH:10][CH:11]=1)[N:8]([CH2:12][C:13]([O:15]C)=[O:14])[C:7](=[O:17])[CH2:6]2. Product: [CH3:1][O:2][C:3]1[CH:4]=[C:5]2[C:9](=[CH:10][CH:11]=1)[N:8]([CH2:12][C:13]([OH:15])=[O:14])[C:7](=[O:17])[CH2:6]2. The catalyst class is: 393. (2) Reactant: [N:1]1[C:2]([NH:10][C:11](=[O:17])[O:12][C:13]([CH3:16])([CH3:15])[CH3:14])=[N:3][N:4]2[CH:9]=[CH:8][N:7]=[CH:6][C:5]=12. Product: [N:1]1[C:2]([NH:10][C:11](=[O:17])[O:12][C:13]([CH3:15])([CH3:14])[CH3:16])=[N:3][N:4]2[CH2:9][CH2:8][NH:7][CH2:6][C:5]=12. The catalyst class is: 63.